From a dataset of Peptide-MHC class II binding affinity with 134,281 pairs from IEDB. Regression. Given a peptide amino acid sequence and an MHC pseudo amino acid sequence, predict their binding affinity value. This is MHC class II binding data. The peptide sequence is VVIQDNSDIKVVPRRKAKII. The MHC is HLA-DQA10103-DQB10603 with pseudo-sequence HLA-DQA10103-DQB10603. The binding affinity (normalized) is 0.373.